From a dataset of Reaction yield outcomes from USPTO patents with 853,638 reactions. Predict the reaction yield, written as a fraction of the theoretical maximum amount of product (1.0 means a 100% yield; for example, 0.34 means a 34% yield). (1) The reactants are [C:1]([C:4]1[CH:13]=[N:12][C:11]2[N:10]([CH2:14][C:15]3[CH:20]=[CH:19][C:18]([O:21][CH3:22])=[CH:17][CH:16]=3)[C:9](=[O:23])[N:8]3[N:24]=[CH:25][N:26]=[C:7]3[C:6]=2[CH:5]=1)(=O)[CH3:2].[CH3:27][C@@H:28]1[O:33][C@H:32]([CH3:34])[CH2:31][NH:30][CH2:29]1.C(O)(=O)C.C([BH3-])#N.[Na+]. The catalyst is C(#N)C. The product is [CH3:27][C@H:28]1[CH2:29][N:30]([CH:1]([C:4]2[CH:13]=[N:12][C:11]3[N:10]([CH2:14][C:15]4[CH:16]=[CH:17][C:18]([O:21][CH3:22])=[CH:19][CH:20]=4)[C:9](=[O:23])[N:8]4[N:24]=[CH:25][N:26]=[C:7]4[C:6]=3[CH:5]=2)[CH3:2])[CH2:31][C@@H:32]([CH3:34])[O:33]1. The yield is 0.230. (2) The reactants are CN1C(C2C=NC3C4C(F)=CC(C(O)(C)C)=CC=4N([C@H](C4C=CC=CC=4)C4CCOCC4)C=3C=2)=C(C)N=N1.[F:39][C:40]([F:52])([F:51])[CH2:41][CH2:42][C@H:43]([C:45]1[CH:50]=[CH:49][CH:48]=[CH:47][CH:46]=1)O.[CH3:53][N:54]1[C:58]([C:59]2[CH:71]=[N:70][C:69]3[C:68]4[CH:67]=[CH:66][CH:65]=[C:64]([S:72]([CH3:75])(=[O:74])=[O:73])[C:63]=4[NH:62][C:61]=3[CH:60]=2)=[C:57]([CH3:76])[N:56]=[N:55]1. No catalyst specified. The product is [CH3:75][S:72]([C:64]1[C:63]2[N:62]([C@H:43]([C:45]3[CH:50]=[CH:49][CH:48]=[CH:47][CH:46]=3)[CH2:42][CH2:41][C:40]([F:52])([F:51])[F:39])[C:61]3[CH:60]=[C:59]([C:58]4[N:54]([CH3:53])[N:55]=[N:56][C:57]=4[CH3:76])[CH:71]=[N:70][C:69]=3[C:68]=2[CH:67]=[CH:66][CH:65]=1)(=[O:74])=[O:73]. The yield is 0.150. (3) The reactants are [F:1][C:2]1[CH:10]=[CH:9][C:5](/[CH:6]=[N:7]\[OH:8])=[CH:4][CH:3]=1.[Cl:11]N1C(=O)CCC1=O. The catalyst is CN(C=O)C. The product is [OH:8]/[N:7]=[C:6](\[Cl:11])/[C:5]1[CH:9]=[CH:10][C:2]([F:1])=[CH:3][CH:4]=1. The yield is 1.00. (4) The product is [Cl:22][C:17]1[CH:18]=[CH:19][CH:20]=[CH:21][C:16]=1[C:9]1[N:8]([C:5]2[CH:6]=[CH:7][C:2]([C:31]3[CH:30]=[CH:29][CH:28]=[C:27]([S:24]([CH3:23])(=[O:26])=[O:25])[CH:32]=3)=[CH:3][CH:4]=2)[CH:12]=[C:11]([C:13](=[O:15])[CH3:14])[N:10]=1. The catalyst is CCOC(C)=O.Cl[Pd]Cl.C1C=CC(P(C2C=CC=CC=2)[C-]2C=CC=C2)=CC=1.C1C=CC(P(C2C=CC=CC=2)[C-]2C=CC=C2)=CC=1.[Fe+2].O. The reactants are Br[C:2]1[CH:7]=[CH:6][C:5]([N:8]2[CH:12]=[C:11]([C:13](=[O:15])[CH3:14])[N:10]=[C:9]2[C:16]2[CH:21]=[CH:20][CH:19]=[CH:18][C:17]=2[Cl:22])=[CH:4][CH:3]=1.[CH3:23][S:24]([C:27]1[CH:28]=[C:29](B(O)O)[CH:30]=[CH:31][CH:32]=1)(=[O:26])=[O:25].C([O-])([O-])=O.[K+].[K+].COCCOC. The yield is 0.520. (5) The reactants are F[C:2]1[CH:3]=[C:4]([CH:8]=[CH:9][C:10]=1[N+:11]([O-:13])=[O:12])[C:5]([OH:7])=[O:6].[OH-].[K+].Cl.[CH2:17]([OH:19])[CH3:18]. The catalyst is O. The product is [CH2:17]([O:19][C:2]1[CH:3]=[C:4]([CH:8]=[CH:9][C:10]=1[N+:11]([O-:13])=[O:12])[C:5]([OH:7])=[O:6])[CH3:18]. The yield is 0.990. (6) The reactants are [CH2:1]([C:5]1[N:6]=[C:7]([CH3:27])[NH:8][C:9](=[O:26])[C:10]=1[CH2:11][C:12]1[CH:17]=[CH:16][C:15]([C:18]2[C:19]([C:24]#[N:25])=[CH:20][CH:21]=[CH:22][CH:23]=2)=[CH:14][CH:13]=1)[CH2:2][CH2:3][CH3:4].[H-].[Na+].CN(C)C=O.Br[CH2:36][C:37]1[CH:42]=[CH:41][CH:40]=[CH:39][CH:38]=1. The catalyst is C(OCC)(=O)C. The product is [CH2:36]([N:8]1[C:9](=[O:26])[C:10]([CH2:11][C:12]2[CH:17]=[CH:16][C:15]([C:18]3[C:19]([C:24]#[N:25])=[CH:20][CH:21]=[CH:22][CH:23]=3)=[CH:14][CH:13]=2)=[C:5]([CH2:1][CH2:2][CH2:3][CH3:4])[N:6]=[C:7]1[CH3:27])[C:37]1[CH:42]=[CH:41][CH:40]=[CH:39][CH:38]=1. The yield is 0.510. (7) The reactants are C(=O)([O-])[O-].[K+].[K+].[Cl:7][C:8]1[CH:16]=[CH:15][C:14]([OH:17])=[CH:13][C:9]=1[C:10]([NH2:12])=[O:11].CS(O[CH:23]1[CH2:28][CH2:27][N:26]([C:29]([O:31][C:32]([CH3:35])([CH3:34])[CH3:33])=[O:30])[CH2:25][CH2:24]1)(=O)=O. The catalyst is CN(C=O)C. The product is [C:10]([C:9]1[CH:13]=[C:14]([CH:15]=[CH:16][C:8]=1[Cl:7])[O:17][CH:23]1[CH2:28][CH2:27][N:26]([C:29]([O:31][C:32]([CH3:35])([CH3:34])[CH3:33])=[O:30])[CH2:25][CH2:24]1)(=[O:11])[NH2:12]. The yield is 0.830. (8) The product is [F:43][CH:44]([F:48])[C:45]1[O:42][N:41]=[C:2]([C:3]2[CH:4]=[CH:5][C:6]([CH3:40])=[C:7]([N:9]([CH2:26][C:27]([N:29]([N:31]3[CH2:32][C:33]4[C:38](=[CH:37][CH:36]=[CH:35][CH:34]=4)[CH2:39]3)[CH3:30])=[O:28])[CH2:10][C:11]([NH:13][CH2:14][CH2:15][N:16]([C:19]([O:21][C:22]([CH3:25])([CH3:23])[CH3:24])=[O:20])[CH2:17][CH3:18])=[O:12])[CH:8]=2)[N:1]=1. The reactants are [NH2:1][C:2](=[N:41][OH:42])[C:3]1[CH:4]=[CH:5][C:6]([CH3:40])=[C:7]([N:9]([CH2:26][C:27]([N:29]([N:31]2[CH2:39][C:38]3[C:33](=[CH:34][CH:35]=[CH:36][CH:37]=3)[CH2:32]2)[CH3:30])=[O:28])[CH2:10][C:11]([NH:13][CH2:14][CH2:15][N:16]([C:19]([O:21][C:22]([CH3:25])([CH3:24])[CH3:23])=[O:20])[CH2:17][CH3:18])=[O:12])[CH:8]=1.[F:43][CH:44]([F:48])[C:45](O)=O.CCN=C=NCCCN(C)C. The catalyst is O1CCOCC1.C(OCC)(=O)C.CCCCCC. The yield is 0.220.